From a dataset of NCI-60 drug combinations with 297,098 pairs across 59 cell lines. Regression. Given two drug SMILES strings and cell line genomic features, predict the synergy score measuring deviation from expected non-interaction effect. (1) Cell line: UO-31. Drug 1: CC1=CC=C(C=C1)C2=CC(=NN2C3=CC=C(C=C3)S(=O)(=O)N)C(F)(F)F. Drug 2: C1CN1C2=NC(=NC(=N2)N3CC3)N4CC4. Synergy scores: CSS=21.5, Synergy_ZIP=-7.17, Synergy_Bliss=-0.168, Synergy_Loewe=-10.2, Synergy_HSA=-1.19. (2) Drug 1: C1=NC(=NC(=O)N1C2C(C(C(O2)CO)O)O)N. Drug 2: COC1=C2C(=CC3=C1OC=C3)C=CC(=O)O2. Cell line: OVCAR-5. Synergy scores: CSS=25.1, Synergy_ZIP=-5.65, Synergy_Bliss=0.329, Synergy_Loewe=-12.3, Synergy_HSA=0.763.